This data is from Forward reaction prediction with 1.9M reactions from USPTO patents (1976-2016). The task is: Predict the product of the given reaction. (1) Given the reactants Br[C:2]1[CH:3]=[N:4][CH:5]=[CH:6][C:7]=1[CH3:8].CN(C=O)C.[C:14]([Si:16]([CH3:19])([CH3:18])[CH3:17])#[CH:15].C(N(CC)CC)C, predict the reaction product. The product is: [CH3:8][C:7]1[CH:6]=[CH:5][N:4]=[CH:3][C:2]=1[C:15]#[C:14][Si:16]([CH3:19])([CH3:18])[CH3:17]. (2) Given the reactants [F:1][C:2]1[CH:3]=[C:4]([CH2:9][CH:10]([C:13]2[CH:18]=[CH:17][C:16]([C:19]3[CH:24]=[CH:23][CH:22]=[CH:21][C:20]=3[CH2:25][CH2:26][CH2:27][O:28][CH3:29])=[CH:15][C:14]=2[CH3:30])[C:11]#[N:12])[CH:5]=[C:6]([F:8])[CH:7]=1.CSC, predict the reaction product. The product is: [F:1][C:2]1[CH:3]=[C:4]([CH2:9][CH:10]([C:13]2[CH:18]=[CH:17][C:16]([C:19]3[CH:24]=[CH:23][CH:22]=[CH:21][C:20]=3[CH2:25][CH2:26][CH2:27][O:28][CH3:29])=[CH:15][C:14]=2[CH3:30])[CH2:11][NH2:12])[CH:5]=[C:6]([F:8])[CH:7]=1.